Predict the reaction yield, written as a fraction of the theoretical maximum amount of product (1.0 means a 100% yield; for example, 0.34 means a 34% yield). From a dataset of Reaction yield outcomes from USPTO patents with 853,638 reactions. (1) The reactants are [OH:1][C:2]1[CH:7]=[CH:6][C:5]([NH:8][CH:9]=[C:10]2[C:18]3[C:13](=[CH:14][CH:15]=[CH:16][CH:17]=3)[NH:12][C:11]2=[O:19])=[CH:4][CH:3]=1.C(=O)([O-])[O-].[K+].[K+].Br[CH2:27][CH2:28][CH2:29][CH2:30][Cl:31]. The catalyst is CN(C=O)C. The product is [Cl:31][CH2:30][CH2:29][CH2:28][CH2:27][O:1][C:2]1[CH:7]=[CH:6][C:5]([NH:8][CH:9]=[C:10]2[C:18]3[C:13](=[CH:14][CH:15]=[CH:16][CH:17]=3)[NH:12][C:11]2=[O:19])=[CH:4][CH:3]=1. The yield is 0.470. (2) The reactants are [F:1][C:2]1[CH:7]=[CH:6][C:5]([N:8]2[C:12]([C:13]3[N:14]=[CH:15][N:16]([C:18]4[CH:26]=[CH:25][C:21]([C:22]([OH:24])=O)=[CH:20][N:19]=4)[CH:17]=3)=[C:11]([CH3:27])[N:10]=[N:9]2)=[CH:4][CH:3]=1.[CH:28]1([NH2:31])[CH2:30][CH2:29]1. No catalyst specified. The product is [CH:28]1([NH:31][C:22](=[O:24])[C:21]2[CH:25]=[CH:26][C:18]([N:16]3[CH:17]=[C:13]([C:12]4[N:8]([C:5]5[CH:4]=[CH:3][C:2]([F:1])=[CH:7][CH:6]=5)[N:9]=[N:10][C:11]=4[CH3:27])[N:14]=[CH:15]3)=[N:19][CH:20]=2)[CH2:30][CH2:29]1. The yield is 0.380. (3) The reactants are [C:1]([C@@H:8]1[CH2:13][C@@:12]2([NH2:15])[CH2:14][C@H:9]1[CH2:10][N:11]2[C:16]1[C:28]2[C:27]3[C:22](=[C:23]([N:30]([CH3:36])[C:31](=[O:35])[O:32][CH2:33]Cl)[CH:24]=[C:25]([F:29])[CH:26]=3)[NH:21][C:20]=2[N:19]=[C:18]([O:37][C:38]2[CH:39]=[N:40][C:41]([CH3:44])=[N:42][CH:43]=2)[N:17]=1)([O:3][C:4]([CH3:7])([CH3:6])[CH3:5])=[O:2].[I-].[Na+].[C:47]([O:51][P:52]([O-:59])([O:54][C:55]([CH3:58])([CH3:57])[CH3:56])=[O:53])([CH3:50])([CH3:49])[CH3:48].C([N+](CCCC)(CCCC)CCCC)CCC. The catalyst is C1COCC1. The product is [C:1]([C@@H:8]1[CH2:13][C@@:12]2([NH2:15])[CH2:14][C@H:9]1[CH2:10][N:11]2[C:16]1[C:28]2[C:27]3[C:22](=[C:23]([N:30]([CH3:36])[C:31](=[O:35])[O:32][CH2:33][O:59][P:52]([O:51][C:47]([CH3:50])([CH3:49])[CH3:48])([O:54][C:55]([CH3:56])([CH3:57])[CH3:58])=[O:53])[CH:24]=[C:25]([F:29])[CH:26]=3)[NH:21][C:20]=2[N:19]=[C:18]([O:37][C:38]2[CH:39]=[N:40][C:41]([CH3:44])=[N:42][CH:43]=2)[N:17]=1)([O:3][C:4]([CH3:7])([CH3:6])[CH3:5])=[O:2]. The yield is 0.820.